This data is from Retrosynthesis with 50K atom-mapped reactions and 10 reaction types from USPTO. The task is: Predict the reactants needed to synthesize the given product. (1) Given the product OC1CCN(C(c2ccccc2)(c2ccccc2)c2ccccc2)C/C1=C\c1ccn(Cc2cscn2)n1, predict the reactants needed to synthesize it. The reactants are: O=C1CCN(C(c2ccccc2)(c2ccccc2)c2ccccc2)C/C1=C\c1ccn(Cc2cscn2)n1. (2) Given the product O=C(O)[C@H]1CC[C@H](NCc2ccc(-c3noc(-c4nnn(-c5ccccc5F)c4-c4ccncc4)n3)cc2)CC1, predict the reactants needed to synthesize it. The reactants are: NC1CCC(C(=O)O)CC1.O=Cc1ccc(-c2noc(-c3nnn(-c4ccccc4F)c3-c3ccncc3)n2)cc1. (3) Given the product COC(=O)c1cc(Nc2ccc(Cl)nn2)ccc1Cl, predict the reactants needed to synthesize it. The reactants are: COC(=O)c1cc(N)ccc1Cl.Clc1ccc(Cl)nn1. (4) Given the product Cc1ccc(CNC(=O)CC#N)cc1, predict the reactants needed to synthesize it. The reactants are: CCOC(=O)CC#N.Cc1ccc(CN)cc1. (5) Given the product CCOC(=O)CCN(C(=O)CCl)c1cccc(C(F)(F)F)c1, predict the reactants needed to synthesize it. The reactants are: CCOC(=O)CCNc1cccc(C(F)(F)F)c1.O=C(Cl)CCl. (6) Given the product COc1cc2nc(NC(=O)N3CCN(c4cc(C)cc(C)c4)CC3)c(OC)nc2cc1OC, predict the reactants needed to synthesize it. The reactants are: CCOC(=O)Nc1nc2cc(OC)c(OC)cc2nc1OC.Cc1cc(C)cc(N2CCNCC2)c1.